This data is from Reaction yield outcomes from USPTO patents with 853,638 reactions. The task is: Predict the reaction yield, written as a fraction of the theoretical maximum amount of product (1.0 means a 100% yield; for example, 0.34 means a 34% yield). (1) The reactants are [Cl:1][C:2]1[N:3]=[N:4][C:5](Cl)=[C:6]([CH3:9])[C:7]=1[CH3:8].[CH3:11][C@@H:12]1[CH2:17][NH:16][CH2:15][CH2:14][NH:13]1.C(=O)([O-])[O-].[K+].[K+].Cl[C:25]1[CH:30]=[CH:29][C:28]([C:31]([F:34])([F:33])[F:32])=[CH:27][N:26]=1. The catalyst is CN(C=O)C. The product is [Cl:1][C:2]1[N:3]=[N:4][C:5]([N:16]2[CH2:15][CH2:14][N:13]([C:25]3[CH:30]=[CH:29][C:28]([C:31]([F:34])([F:33])[F:32])=[CH:27][N:26]=3)[C@H:12]([CH3:11])[CH2:17]2)=[C:6]([CH3:9])[C:7]=1[CH3:8]. The yield is 0.370. (2) The reactants are [CH3:1][C:2]1([CH3:14])[C:6]([CH3:8])([CH3:7])[O:5][B:4]([C:9]2[CH:10]=[N:11][NH:12][CH:13]=2)[O:3]1.Br[CH:16]([CH3:22])[C:17]([O:19][CH2:20][CH3:21])=[O:18].C(=O)([O-])[O-].[Cs+].[Cs+].C([O-])([O-])=O.[Na+].[Na+]. The catalyst is C(#N)C. The product is [CH3:1][C:2]1([CH3:14])[C:6]([CH3:7])([CH3:8])[O:5][B:4]([C:9]2[CH:13]=[N:12][N:11]([CH:16]([CH3:22])[C:17]([O:19][CH2:20][CH3:21])=[O:18])[CH:10]=2)[O:3]1. The yield is 0.610. (3) The reactants are [Cl:1][C:2]1[CH:7]=[C:6]([CH3:8])[CH:5]=[C:4]([Cl:9])[N:3]=1.FC(F)(F)C(OC(=O)C(F)(F)F)=O.[N+:23]([O-])([OH:25])=[O:24].S(S([O-])=O)([O-])(=O)=O.[Na+].[Na+].[OH-].[Na+]. The catalyst is O. The product is [Cl:1][C:2]1[C:7]([N+:23]([O-:25])=[O:24])=[C:6]([CH3:8])[CH:5]=[C:4]([Cl:9])[N:3]=1. The yield is 0.930. (4) The reactants are [F:1][C:2]([F:29])([F:28])[C:3]1[CH:27]=[CH:26][C:6]([CH2:7][N:8]2[C:24](=[O:25])[N:11]3[N:12]=[CH:13][C:14]([C:17]4[CH:22]=[CH:21][C:20]([Cl:23])=[CH:19][CH:18]=4)=[C:15](Cl)[C:10]3=[N:9]2)=[CH:5][CH:4]=1.[C-:30]#[N:31].[K+]. The catalyst is CN1CCCC1=O. The product is [F:29][C:2]([F:28])([F:1])[C:3]1[CH:27]=[CH:26][C:6]([CH2:7][N:8]2[C:24](=[O:25])[N:11]3[N:12]=[CH:13][C:14]([C:17]4[CH:18]=[CH:19][C:20]([Cl:23])=[CH:21][CH:22]=4)=[C:15]([C:30]#[N:31])[C:10]3=[N:9]2)=[CH:5][CH:4]=1. The yield is 0.720. (5) The reactants are [CH3:1][C:2]([CH3:19])([CH3:18])[C:3]#[C:4][C:5]1[C:10]([F:11])=[CH:9][CH:8]=[CH:7][C:6]=1[NH:12]C(=O)CCC.CC([O-])(C)C.[K+].O. The catalyst is CN(C=O)C. The product is [C:2]([C:3]1[NH:12][C:6]2[C:5]([CH:4]=1)=[C:10]([F:11])[CH:9]=[CH:8][CH:7]=2)([CH3:19])([CH3:18])[CH3:1]. The yield is 0.970. (6) The reactants are C([O:8][C:9]1[CH:14]=[CH:13][C:12]([CH2:15][CH2:16][CH2:17][CH2:18][CH2:19][CH2:20][CH2:21][S:22]([F:25])(=[O:24])=[O:23])=[CH:11][CH:10]=1)C1C=CC=CC=1.B(F)(F)F.CCOCC. The catalyst is C(S)(S)C.C(OCC)C.O. The product is [OH:8][C:9]1[CH:10]=[CH:11][C:12]([CH2:15][CH2:16][CH2:17][CH2:18][CH2:19][CH2:20][CH2:21][S:22]([F:25])(=[O:24])=[O:23])=[CH:13][CH:14]=1. The yield is 0.700. (7) The reactants are [Br:1][C:2]1[CH:10]=[CH:9][CH:8]=[CH:7][C:3]=1[C:4]([OH:6])=[O:5].[Cl:11][S:12](O)(=[O:14])=[O:13]. No catalyst specified. The product is [Br:1][C:2]1[CH:10]=[CH:9][C:8]([S:12]([Cl:11])(=[O:14])=[O:13])=[CH:7][C:3]=1[C:4]([OH:6])=[O:5]. The yield is 0.950. (8) The reactants are Cl[C:2]1[C:3]([O:8][CH:9]2[CH2:12][N:11]([C:13]3[CH:22]=[CH:21][C:20]4[C:15](=[CH:16][CH:17]=[CH:18][CH:19]=4)[N:14]=3)[CH2:10]2)=[N:4][CH:5]=[CH:6][N:7]=1.C(NC(C)C)(C)C.C[Si](C)(C)[C:32]#[C:33][C:34]1([CH3:38])[CH2:37][O:36][CH2:35]1. The catalyst is C1C=CC([P]([Pd]([P](C2C=CC=CC=2)(C2C=CC=CC=2)C2C=CC=CC=2)([P](C2C=CC=CC=2)(C2C=CC=CC=2)C2C=CC=CC=2)[P](C2C=CC=CC=2)(C2C=CC=CC=2)C2C=CC=CC=2)(C2C=CC=CC=2)C2C=CC=CC=2)=CC=1.[Cu]I. The product is [CH3:38][C:34]1([C:33]#[C:32][C:2]2[C:3]([O:8][CH:9]3[CH2:12][N:11]([C:13]4[CH:22]=[CH:21][C:20]5[C:15](=[CH:16][CH:17]=[CH:18][CH:19]=5)[N:14]=4)[CH2:10]3)=[N:4][CH:5]=[CH:6][N:7]=2)[CH2:37][O:36][CH2:35]1. The yield is 0.121. (9) The reactants are Br[C:2]1[CH:3]=[CH:4][C:5]2[NH:10][C:9](=[O:11])[O:8][C:7]([CH2:14][CH3:15])([CH2:12][CH3:13])[C:6]=2[CH:16]=1.C(N)(=O)/C=C/C.[C:23]([NH2:30])(=[O:29])/[CH:24]=[CH:25]/[CH2:26][CH2:27][CH3:28]. No catalyst specified. The product is [CH2:12]([C:7]1([CH2:14][CH3:15])[C:6]2[CH:16]=[C:2](/[C:25](/[CH2:26][CH2:27][CH3:28])=[CH:24]/[C:23]([NH2:30])=[O:29])[CH:3]=[CH:4][C:5]=2[NH:10][C:9](=[O:11])[O:8]1)[CH3:13]. The yield is 0.370.